This data is from TCR-epitope binding with 47,182 pairs between 192 epitopes and 23,139 TCRs. The task is: Binary Classification. Given a T-cell receptor sequence (or CDR3 region) and an epitope sequence, predict whether binding occurs between them. (1) The epitope is FVDGVPFVV. The TCR CDR3 sequence is CASSQTSGGPNTGELFF. Result: 1 (the TCR binds to the epitope). (2) The epitope is FLNGSCGSV. The TCR CDR3 sequence is CASSSSGRYEQYF. Result: 1 (the TCR binds to the epitope). (3) Result: 0 (the TCR does not bind to the epitope). The epitope is LLSAGIFGA. The TCR CDR3 sequence is CASSQDIGSLYEQYF. (4) The epitope is GTSGSPIINR. The TCR CDR3 sequence is CASSGGQGNIQYF. Result: 1 (the TCR binds to the epitope). (5) The epitope is EHPTFTSQYRIQGKL. The TCR CDR3 sequence is CASSLASGEQYF. Result: 1 (the TCR binds to the epitope).